Task: Predict the product of the given reaction.. Dataset: Forward reaction prediction with 1.9M reactions from USPTO patents (1976-2016) (1) Given the reactants [N:1]1([C:39]([O:41][C:42]([CH3:45])([CH3:44])[CH3:43])=[O:40])[CH2:38][CH2:37][CH2:36][C@H:2]1[C:3]([NH:5][C@H:6]([C:11]([NH:13][C@H:14]([C:19]([N:21]1[CH2:35][CH2:34][CH2:33][C@H:22]1[C:23]([N:25]1[CH2:32][CH2:31][CH2:30][C@H:26]1[C:27](O)=[O:28])=[O:24])=[O:20])[CH2:15][CH:16]([CH3:18])[CH3:17])=[O:12])[C@H:7]([CH2:9][CH3:10])[CH3:8])=[O:4].[NH2:46][C@H:47]([C:60]([NH:62][C@H:63]([C:76]([NH:78][C@H:79]([C:95]([NH:97][C@H:98]([C:103]([O:105][CH2:106][C:107]1[CH:112]=[CH:111][CH:110]=[CH:109][CH:108]=1)=[O:104])[CH2:99][CH:100]([CH3:102])[CH3:101])=[O:96])[CH2:80][C:81]1[CH:86]=[CH:85][C:84]([O:87][CH2:88][C:89]2[CH:94]=[CH:93][CH:92]=[CH:91][CH:90]=2)=[CH:83][CH:82]=1)=[O:77])[CH2:64][CH2:65][C:66](=[O:75])[O:67][CH2:68][C:69]1[CH:74]=[CH:73][CH:72]=[CH:71][CH:70]=1)=[O:61])[CH2:48][CH2:49][C:50](=[O:59])[O:51][CH2:52][C:53]1[CH:58]=[CH:57][CH:56]=[CH:55][CH:54]=1.C1C=CC2N(O)N=NC=2C=1.CCN=C=NCCCN(C)C.Cl, predict the reaction product. The product is: [N:1]1([C:39]([O:41][C:42]([CH3:45])([CH3:44])[CH3:43])=[O:40])[CH2:38][CH2:37][CH2:36][C@H:2]1[C:3]([NH:5][C@H:6]([C:11]([NH:13][C@H:14]([C:19]([N:21]1[CH2:35][CH2:34][CH2:33][C@H:22]1[C:23]([N:25]1[CH2:32][CH2:31][CH2:30][C@H:26]1[C:27]([NH:46][C@H:47]([C:60]([NH:62][C@H:63]([C:76]([NH:78][C@H:79]([C:95]([NH:97][C@H:98]([C:103]([O:105][CH2:106][C:107]1[CH:108]=[CH:109][CH:110]=[CH:111][CH:112]=1)=[O:104])[CH2:99][CH:100]([CH3:102])[CH3:101])=[O:96])[CH2:80][C:81]1[CH:82]=[CH:83][C:84]([O:87][CH2:88][C:89]2[CH:94]=[CH:93][CH:92]=[CH:91][CH:90]=2)=[CH:85][CH:86]=1)=[O:77])[CH2:64][CH2:65][C:66](=[O:75])[O:67][CH2:68][C:69]1[CH:74]=[CH:73][CH:72]=[CH:71][CH:70]=1)=[O:61])[CH2:48][CH2:49][C:50](=[O:59])[O:51][CH2:52][C:53]1[CH:58]=[CH:57][CH:56]=[CH:55][CH:54]=1)=[O:28])=[O:24])=[O:20])[CH2:15][CH:16]([CH3:17])[CH3:18])=[O:12])[C@H:7]([CH2:9][CH3:10])[CH3:8])=[O:4]. (2) Given the reactants [F:1][C:2]1[CH:7]=[CH:6][CH:5]=[C:4]([F:8])[C:3]=1[C:9]1[N:14]=[C:13]2[C:15](I)=[CH:16][N:17]([S:18]([C:21]3[CH:27]=[CH:26][C:24]([CH3:25])=[CH:23][CH:22]=3)(=[O:20])=[O:19])[C:12]2=[CH:11][CH:10]=1.CC1(C)C(C)(C)OB([C:37]2[CH:38]=[C:39]([N:43]3[CH2:48][CH2:47][CH:46]([NH:49][C:50](=[O:56])[O:51][C:52]([CH3:55])([CH3:54])[CH3:53])[CH2:45][CH2:44]3)[CH:40]=[N:41][CH:42]=2)O1.C([O-])([O-])=O.[Na+].[Na+], predict the reaction product. The product is: [F:1][C:2]1[CH:7]=[CH:6][CH:5]=[C:4]([F:8])[C:3]=1[C:9]1[N:14]=[C:13]2[C:15]([C:37]3[CH:38]=[C:39]([N:43]4[CH2:44][CH2:45][CH:46]([NH:49][C:50](=[O:56])[O:51][C:52]([CH3:54])([CH3:53])[CH3:55])[CH2:47][CH2:48]4)[CH:40]=[N:41][CH:42]=3)=[CH:16][N:17]([S:18]([C:21]3[CH:27]=[CH:26][C:24]([CH3:25])=[CH:23][CH:22]=3)(=[O:20])=[O:19])[C:12]2=[CH:11][CH:10]=1. (3) Given the reactants [O:1]1[C:5]2[CH:6]=[CH:7][C:8]([S:10]([N:13]([CH2:42][CH:43]([CH3:45])[CH3:44])[CH2:14][C@@H:15]([OH:41])[C@@H:16]([NH:29][C:30](=[O:40])[O:31][C@@H:32]3[C@H:39]4[C@H:35]([O:36][CH2:37][CH2:38]4)[O:34][CH2:33]3)[CH2:17][C:18]3[CH:23]=[CH:22][C:21]([O:24][CH2:25][CH2:26][CH2:27]I)=[CH:20][CH:19]=3)(=[O:12])=[O:11])=[CH:9][C:4]=2[O:3][CH2:2]1.[S:46]1[CH2:50][CH2:49][NH:48][CH2:47]1.C(N(CC)C(C)C)(C)C, predict the reaction product. The product is: [O:1]1[C:5]2[CH:6]=[CH:7][C:8]([S:10]([N:13]([CH2:42][CH:43]([CH3:45])[CH3:44])[CH2:14][C@@H:15]([OH:41])[C@@H:16]([NH:29][C:30](=[O:40])[O:31][C@@H:32]3[C@H:39]4[C@H:35]([O:36][CH2:37][CH2:38]4)[O:34][CH2:33]3)[CH2:17][C:18]3[CH:23]=[CH:22][C:21]([O:24][CH2:25][CH2:26][CH2:27][N:48]4[CH2:49][CH2:50][S:46][CH2:47]4)=[CH:20][CH:19]=3)(=[O:12])=[O:11])=[CH:9][C:4]=2[O:3][CH2:2]1. (4) Given the reactants [CH3:1][C:2]([CH3:46])([CH3:45])[C:3]([C:5]1[C:13]2[C:8](=[N:9][CH:10]=[C:11]([C:14]3[CH:15]=[C:16](OS(C(F)(F)C(F)(F)C(F)(F)C(F)(F)F)(=O)=O)[CH:17]=[CH:18][CH:19]=3)[N:12]=2)[N:7]([CH2:37][O:38][CH2:39][CH2:40][Si:41]([CH3:44])([CH3:43])[CH3:42])[CH:6]=1)=[O:4].[CH3:47][S:48]([CH:51]1[CH2:55][CH2:54][NH:53][CH2:52]1)(=[O:50])=[O:49].CC1(C)C2C(=C(P(C3C=CC=CC=3)C3C=CC=CC=3)C=CC=2)OC2C(P(C3C=CC=CC=3)C3C=CC=CC=3)=CC=CC1=2.[O-]P([O-])([O-])=O.[K+].[K+].[K+], predict the reaction product. The product is: [CH3:47][S:48]([CH:51]1[CH2:55][CH2:54][N:53]([C:16]2[CH:15]=[C:14]([C:11]3[N:12]=[C:13]4[C:5]([C:3](=[O:4])[C:2]([CH3:1])([CH3:45])[CH3:46])=[CH:6][N:7]([CH2:37][O:38][CH2:39][CH2:40][Si:41]([CH3:44])([CH3:43])[CH3:42])[C:8]4=[N:9][CH:10]=3)[CH:19]=[CH:18][CH:17]=2)[CH2:52]1)(=[O:50])=[O:49]. (5) Given the reactants [CH2:1]([O:8][CH2:9][N:10]1[N:14]=[N:13][CH:12]=[N:11]1)[C:2]1[CH:7]=[CH:6][CH:5]=[CH:4][CH:3]=1.CN(CCN(C)C)C.[Li]CCCC.[Sn:28](Cl)([CH2:37][CH2:38][CH2:39][CH3:40])([CH2:33][CH2:34][CH2:35][CH3:36])[CH2:29][CH2:30][CH2:31][CH3:32], predict the reaction product. The product is: [CH2:1]([O:8][CH2:9][N:10]1[N:14]=[N:13][C:12]([Sn:28]([CH2:33][CH2:34][CH2:35][CH3:36])([CH2:37][CH2:38][CH2:39][CH3:40])[CH2:29][CH2:30][CH2:31][CH3:32])=[N:11]1)[C:2]1[CH:3]=[CH:4][CH:5]=[CH:6][CH:7]=1. (6) Given the reactants [Br:1][C:2]1[C:6]2[CH:7]=[N:8][C:9]([C:11]([O:13]C)=[O:12])=[CH:10][C:5]=2[N:4]([C:15]([C:28]2[CH:33]=[CH:32][CH:31]=[CH:30][CH:29]=2)([C:22]2[CH:27]=[CH:26][CH:25]=[CH:24][CH:23]=2)[C:16]2[CH:21]=[CH:20][CH:19]=[CH:18][CH:17]=2)[N:3]=1.[OH-].[K+].Cl.O, predict the reaction product. The product is: [Br:1][C:2]1[C:6]2[CH:7]=[N:8][C:9]([C:11]([OH:13])=[O:12])=[CH:10][C:5]=2[N:4]([C:15]([C:22]2[CH:27]=[CH:26][CH:25]=[CH:24][CH:23]=2)([C:16]2[CH:17]=[CH:18][CH:19]=[CH:20][CH:21]=2)[C:28]2[CH:33]=[CH:32][CH:31]=[CH:30][CH:29]=2)[N:3]=1.